This data is from Forward reaction prediction with 1.9M reactions from USPTO patents (1976-2016). The task is: Predict the product of the given reaction. (1) Given the reactants C([O:4][CH2:5][C:6]([O:8][CH:9]([C:20]1[CH:25]=[CH:24][C:23]([CH2:26][CH2:27][O:28][CH2:29][C:30]2[CH:35]=[CH:34][CH:33]=[CH:32][CH:31]=2)=[CH:22][CH:21]=1)[C:10]([C:12]1[CH:17]=[CH:16][C:15]([O:18][CH3:19])=[CH:14][CH:13]=1)=O)=O)(=O)C.C([O-])(=O)C.[NH4+:40], predict the reaction product. The product is: [CH2:29]([O:28][CH2:27][CH2:26][C:23]1[CH:24]=[CH:25][C:20]([C:9]2[O:8][C:6]([CH2:5][OH:4])=[N:40][C:10]=2[C:12]2[CH:17]=[CH:16][C:15]([O:18][CH3:19])=[CH:14][CH:13]=2)=[CH:21][CH:22]=1)[C:30]1[CH:35]=[CH:34][CH:33]=[CH:32][CH:31]=1. (2) Given the reactants [NH:1]1[CH:8]=[CH:7][C:5](=[O:6])[NH:4][C:2]1=[O:3].[OH-].[K+].Br[CH2:12][C:13]([OH:15])=[O:14].Cl, predict the reaction product. The product is: [O:3]=[C:2]1[NH:4][C:5](=[O:6])[CH:7]=[CH:8][N:1]1[CH2:12][C:13]([OH:15])=[O:14]. (3) Given the reactants [CH2:1]1[C:10]2[C:5](=[CH:6][CH:7]=[C:8]([CH:11]([C:16]3[CH:21]=[CH:20][N:19]=[CH:18][CH:17]=3)[CH2:12][C:13]([OH:15])=[O:14])[CH:9]=2)[CH2:4][CH2:3][NH:2]1.C(=O)(O)[O-].[Na+].[CH2:27](O)[CH3:28], predict the reaction product. The product is: [CH2:27]([O:14][C:13](=[O:15])[CH2:12][CH:11]([C:8]1[CH:9]=[C:10]2[C:5]([CH2:4][CH2:3][NH:2][CH2:1]2)=[CH:6][CH:7]=1)[C:16]1[CH:21]=[CH:20][N:19]=[CH:18][CH:17]=1)[CH3:28]. (4) Given the reactants Br[C:2]1[CH:7]=[CH:6][CH:5]=[C:4]([Cl:8])[C:3]=1[N:9]1[C:13]2=[N:14][CH:15]=[N:16][C:17]([O:18][C@@H:19]([CH2:30][O:31][C@H:32]([CH3:45])[CH2:33][O:34][Si:35]([CH:42]([CH3:44])[CH3:43])([CH:39]([CH3:41])[CH3:40])[CH:36]([CH3:38])[CH3:37])[C:20]([NH:22][C:23]3[CH:28]=[N:27][C:26]([CH3:29])=[CH:25][N:24]=3)=[O:21])=[C:12]2[CH:11]=[N:10]1.CC1(C)C2C=CC=C(P(C3C=CC=CC=3)C3C=CC=CC=3)C=2OC2C1=CC=CC=2P(C1C=CC=CC=1)C1C=CC=CC=1.[CH3:88][N:89]1CCCC1=O, predict the reaction product. The product is: [Cl:8][C:4]1[CH:5]=[CH:6][CH:7]=[C:2]([C:88]#[N:89])[C:3]=1[N:9]1[C:13]2[N:14]=[CH:15][N:16]=[C:17]([O:18][C@@H:19]([CH2:30][O:31][C@H:32]([CH3:45])[CH2:33][O:34][Si:35]([CH:42]([CH3:44])[CH3:43])([CH:39]([CH3:41])[CH3:40])[CH:36]([CH3:38])[CH3:37])[C:20]([NH:22][C:23]3[CH:28]=[N:27][C:26]([CH3:29])=[CH:25][N:24]=3)=[O:21])[C:12]=2[CH:11]=[N:10]1. (5) Given the reactants [F:1][C:2]1[C:3]([NH:28][CH:29]([C:35]2([CH3:39])[CH2:38][CH2:37][CH2:36]2)[CH2:30][C:31]([O:33][CH3:34])=[O:32])=[N:4][C:5]([C:8]2[C:16]3[C:11](=[N:12][CH:13]=[C:14]([F:17])[CH:15]=3)[N:10](S(C3C=CC(C)=CC=3)(=O)=O)[CH:9]=2)=[N:6][CH:7]=1.Cl, predict the reaction product. The product is: [F:1][C:2]1[C:3]([NH:28][CH:29]([C:35]2([CH3:39])[CH2:36][CH2:37][CH2:38]2)[CH2:30][C:31]([O:33][CH3:34])=[O:32])=[N:4][C:5]([C:8]2[C:16]3[C:11](=[N:12][CH:13]=[C:14]([F:17])[CH:15]=3)[NH:10][CH:9]=2)=[N:6][CH:7]=1. (6) Given the reactants CO[C:3](=[O:17])[C:4]1[CH:9]=[CH:8][CH:7]=[CH:6][C:5]=1[NH:10][C:11](=[O:16])[CH2:12][C:13](=[O:15])[CH3:14].C(OCC)C.C[O-].[Na+].S(=O)(=O)(O)O, predict the reaction product. The product is: [C:13]([C:12]1[C:11](=[O:16])[NH:10][C:5]2[C:4]([C:3]=1[OH:17])=[CH:9][CH:8]=[CH:7][CH:6]=2)(=[O:15])[CH3:14]. (7) The product is: [C:34]([O:10][C:6]1[CH:5]=[CH:4][C:3]([CH2:1][CH3:2])=[CH:21][C:7]=1[C:8]1([O:20][C:22](=[O:25])[CH3:23])[C:9](=[O:19])[C:11]2[C:16](=[CH:15][CH:14]=[CH:13][CH:12]=2)[C:17]1=[O:18])(=[O:35])[CH3:33]. Given the reactants [CH2:1]([C:3]1[CH:4]=[CH:5][C:6]2[O:10][C:9]3([OH:19])[C:11]4[C:16]([C:17](=[O:18])[C:8]3([OH:20])[C:7]=2[CH:21]=1)=[CH:15][CH:14]=[CH:13][CH:12]=4)[CH3:2].[C:22]([OH:25])(=O)[CH3:23].N1C=CC=CC=1.C1C[O:35][CH2:34][CH2:33]1, predict the reaction product. (8) Given the reactants CN(C(ON1N=NC2C=CC=NC1=2)=[N+](C)C)C.F[P-](F)(F)(F)(F)F.CCN(C(C)C)C(C)C.[C:34]([O:38][C:39]([NH:41][C@H:42]1[C:50]2[C:45](=[CH:46][CH:47]=[C:48]([C:51]([OH:53])=O)[CH:49]=2)[CH2:44][CH2:43]1)=[O:40])([CH3:37])([CH3:36])[CH3:35].[CH3:54][NH:55][CH:56]1[CH2:61][CH2:60][N:59]([C:62]2[CH:67]=[CH:66][N:65]=[CH:64][CH:63]=2)[CH2:58][CH2:57]1, predict the reaction product. The product is: [CH3:54][N:55]([CH:56]1[CH2:57][CH2:58][N:59]([C:62]2[CH:63]=[CH:64][N:65]=[CH:66][CH:67]=2)[CH2:60][CH2:61]1)[C:51]([C:48]1[CH:49]=[C:50]2[C:45]([CH2:44][CH2:43][C@H:42]2[NH:41][C:39](=[O:40])[O:38][C:34]([CH3:35])([CH3:36])[CH3:37])=[CH:46][CH:47]=1)=[O:53]. (9) Given the reactants CCCCCCCC[N:9]1[S:14][CH:13]=[CH:12][C:10]1=O.[P:15]([O-:19])([O-:18])([O-:17])=[O:16], predict the reaction product. The product is: [P:15]([O-:19])([O-:18])([O-:17])=[O:16].[S:14]1[CH2:9][C:10](=[O:16])[CH:12]=[N:13]1. (10) Given the reactants [H-].[Na+].[CH3:3][CH2:4][O:5][C:6]([C@@H:8]1[CH2:12][C@H:11]([C:13](=O)[CH3:14])[C@H:10]([C:16]2[CH:21]=[CH:20][C:19]([O:22][CH3:23])=[C:18]([O:24][CH2:25][CH2:26][CH2:27][O:28][CH3:29])[CH:17]=2)[N:9]1[C:30]([O:32][C:33]([CH3:36])([CH3:35])[CH3:34])=[O:31])=[O:7].[C:37](O)(=O)CC(CC(O)=O)(C(O)=O)O, predict the reaction product. The product is: [CH3:3][CH2:4][O:5][C:6]([C@@H:8]1[CH2:12][C@H:11]([C:13]([CH3:37])=[CH2:14])[C@H:10]([C:16]2[CH:21]=[CH:20][C:19]([O:22][CH3:23])=[C:18]([O:24][CH2:25][CH2:26][CH2:27][O:28][CH3:29])[CH:17]=2)[N:9]1[C:30]([O:32][C:33]([CH3:36])([CH3:34])[CH3:35])=[O:31])=[O:7].